This data is from Peptide-MHC class II binding affinity with 134,281 pairs from IEDB. The task is: Regression. Given a peptide amino acid sequence and an MHC pseudo amino acid sequence, predict their binding affinity value. This is MHC class II binding data. (1) The peptide sequence is VRVWDVKNAELLNNQ. The MHC is DRB1_0405 with pseudo-sequence DRB1_0405. The binding affinity (normalized) is 0.395. (2) The peptide sequence is NLALSIKYNKEGDSM. The MHC is DRB1_1602 with pseudo-sequence DRB1_1602. The binding affinity (normalized) is 0.323.